From a dataset of Forward reaction prediction with 1.9M reactions from USPTO patents (1976-2016). Predict the product of the given reaction. The product is: [CH2:1]([C:3]1[C:4]([C:11]([O:13][CH2:14][C:15]2[CH:20]=[CH:19][CH:18]=[CH:17][CH:16]=2)=[O:12])=[C:5]([CH:9]=[O:10])[NH:6][C:7]=1[C:37]1[CH:38]=[CH:39][C:34]([N+:31]([O-:33])=[O:32])=[CH:35][CH:36]=1)[CH3:2]. Given the reactants [CH2:1]([C:3]1[C:4]([C:11]([O:13][CH2:14][C:15]2[CH:20]=[CH:19][CH:18]=[CH:17][CH:16]=2)=[O:12])=[C:5]([CH:9]=[O:10])[NH:6][C:7]=1I)[CH3:2].FC1C=CC(B(O)O)=CC=1.[N+:31]([C:34]1[CH:39]=[CH:38][C:37](B(O)O)=[CH:36][CH:35]=1)([O-:33])=[O:32], predict the reaction product.